Dataset: Full USPTO retrosynthesis dataset with 1.9M reactions from patents (1976-2016). Task: Predict the reactants needed to synthesize the given product. (1) Given the product [NH2:33][C:22]1[C:21]2[N:20]=[CH:19][C:18]([CH2:17][CH2:16][C:15]3[CH:34]=[CH:35][C:12]([O:11][CH2:10][CH2:9][OH:8])=[CH:13][CH:14]=3)=[CH:27][C:26]=2[C:25]2[CH:28]=[CH:29][C:30]([CH3:32])=[CH:31][C:24]=2[N:23]=1, predict the reactants needed to synthesize it. The reactants are: [Si]([O:8][CH2:9][CH2:10][O:11][C:12]1[CH:35]=[CH:34][C:15]([CH2:16][CH2:17][C:18]2[CH:19]=[N:20][C:21]3[C:26]([CH:27]=2)=[C:25]2[CH:28]=[CH:29][C:30]([CH3:32])=[CH:31][C:24]2=[N:23][C:22]=3[NH2:33])=[CH:14][CH:13]=1)(C(C)(C)C)(C)C.[F-].C([N+](CCCC)(CCCC)CCCC)CCC. (2) The reactants are: [OH:1][C:2]1[CH:3]=[C:4]([CH:9]=[CH:10][CH:11]=1)[C:5]([O:7][CH3:8])=[O:6].[CH2:12](I)[CH:13]=[CH2:14].[H-].[Na+]. Given the product [CH2:14]([O:1][C:2]1[CH:3]=[C:4]([CH:9]=[CH:10][CH:11]=1)[C:5]([O:7][CH3:8])=[O:6])[CH:13]=[CH2:12], predict the reactants needed to synthesize it.